Dataset: Full USPTO retrosynthesis dataset with 1.9M reactions from patents (1976-2016). Task: Predict the reactants needed to synthesize the given product. Given the product [Cl:15][C:16]1[CH:17]=[C:18]([NH:19][C:2]2[C:3]3[C:4](=[N:8][N:9]4[CH:14]=[CH:13][CH:12]=[CH:11][C:10]=34)[N:5]=[CH:6][N:7]=2)[CH:20]=[CH:21][C:22]=1[F:23], predict the reactants needed to synthesize it. The reactants are: Cl[C:2]1[C:3]2[C:4](=[N:8][N:9]3[CH:14]=[CH:13][CH:12]=[CH:11][C:10]=23)[N:5]=[CH:6][N:7]=1.[Cl:15][C:16]1[CH:17]=[C:18]([CH:20]=[CH:21][C:22]=1[F:23])[NH2:19].Cl.